This data is from Full USPTO retrosynthesis dataset with 1.9M reactions from patents (1976-2016). The task is: Predict the reactants needed to synthesize the given product. (1) Given the product [CH2:1]([NH:8][C:9]([N:33]1[CH2:34][CH2:35][N:30]([C:27]2[CH:28]=[CH:29][C:24]([NH:23][C:21]([NH:20][C:14]3[CH:15]=[C:16]([CH3:19])[CH:17]=[CH:18][C:13]=3[O:12][CH3:11])=[O:22])=[CH:25][CH:26]=2)[CH2:31][CH2:32]1)=[O:10])[C:2]1[CH:7]=[CH:6][CH:5]=[CH:4][CH:3]=1, predict the reactants needed to synthesize it. The reactants are: [CH2:1]([N:8]=[C:9]=[O:10])[C:2]1[CH:7]=[CH:6][CH:5]=[CH:4][CH:3]=1.[CH3:11][O:12][C:13]1[CH:18]=[CH:17][C:16]([CH3:19])=[CH:15][C:14]=1[NH:20][C:21]([NH:23][C:24]1[CH:29]=[CH:28][C:27]([N:30]2[CH2:35][CH2:34][NH:33][CH2:32][CH2:31]2)=[CH:26][CH:25]=1)=[O:22].CO. (2) Given the product [Br:1][C:2]1[CH:3]=[CH:4][C:5]([NH:17][CH2:16][CH2:15][N:12]2[CH2:13][CH2:14][O:9][CH2:10][CH2:11]2)=[N:6][CH:7]=1, predict the reactants needed to synthesize it. The reactants are: [Br:1][C:2]1[CH:3]=[CH:4][C:5](F)=[N:6][CH:7]=1.[O:9]1[CH2:14][CH2:13][N:12]([CH2:15][CH2:16][NH2:17])[CH2:11][CH2:10]1.CC1C=CC(S(O)(=O)=O)=CC=1. (3) The reactants are: O1C=CC=C1C(O)=O.[O:9]1[CH:13]=[CH:12][CH:11]=[C:10]1[C:14]1[N:15]=[C:16]([NH:28]C(C2OC=CC=2)=O)[S:17][C:18]=1[C:19]([CH:21]1[CH2:26][CH2:25][C:24](=[O:27])[CH2:23][CH2:22]1)=[O:20]. Given the product [O:27]=[C:24]1[CH2:25][CH2:26][CH:21]([C:19]([C:18]2[S:17][C:16]([NH2:28])=[N:15][C:14]=2[C:10]2[O:9][CH:13]=[CH:12][CH:11]=2)=[O:20])[CH2:22][CH2:23]1, predict the reactants needed to synthesize it. (4) Given the product [O:19]1[CH:20]=[CH:21][CH:22]=[C:18]1[C:16]([N:13]1[CH2:14][CH2:15][CH:10]([C:7]2[CH:8]=[CH:9][C:4]([C:3]([OH:27])=[O:2])=[CH:5][C:6]=2[C:23]([F:26])([F:24])[F:25])[CH2:11][CH2:12]1)=[O:17], predict the reactants needed to synthesize it. The reactants are: C[O:2][C:3](=[O:27])[C:4]1[CH:9]=[CH:8][C:7]([CH:10]2[CH2:15][CH2:14][N:13]([C:16]([C:18]3[O:19][CH:20]=[CH:21][CH:22]=3)=[O:17])[CH2:12][CH2:11]2)=[C:6]([C:23]([F:26])([F:25])[F:24])[CH:5]=1.O.[OH-].[Li+]. (5) Given the product [C:12]([N:7]1[C:6]2[CH:15]=[C:2]([NH:1][C:28]3[N:27]=[C:26]([NH:25][C:24]4[CH:23]=[CH:22][S:21][C:20]=4[C:18]([OH:19])=[O:36])[C:31]([Cl:32])=[CH:30][N:29]=3)[CH:3]=[CH:4][C:5]=2[O:11][CH2:10][CH2:9][CH2:8]1)(=[O:14])[CH3:13], predict the reactants needed to synthesize it. The reactants are: [NH2:1][C:2]1[CH:3]=[CH:4][C:5]2[O:11][CH2:10][CH2:9][CH2:8][N:7]([C:12](=[O:14])[CH3:13])[C:6]=2[CH:15]=1.CN[C:18]([C:20]1[S:21][CH:22]=[CH:23][C:24]=1[NH:25][C:26]1[C:31]([Cl:32])=[CH:30][N:29]=[C:28](Cl)[N:27]=1)=[O:19].C12(CS(O)(=O)=O)C(C)(C)C(CC1)CC2=[O:36]. (6) Given the product [C:1]([OH:6])(=[O:5])[C:2]([CH3:4])=[CH2:3].[NH2:28][C:27]([O:25][CH2:15][CH3:14])=[O:26], predict the reactants needed to synthesize it. The reactants are: [C:1]([O:6]CCO)(=[O:5])[C:2]([CH3:4])=[CH2:3].C([C:14]1C=C(C)C=C(C(C)(C)C)[C:15]=1[OH:25])(C)(C)C.[O:26]=[C:27]=[N:28]C1CC(C)(C)CC(C)(CN=C=O)C1.C([O-])(=O)CCCCCCCCCCC.C([O-])(=O)CCCCCCCCCCC.C([Sn+2]CCCC)CCC.